This data is from Reaction yield outcomes from USPTO patents with 853,638 reactions. The task is: Predict the reaction yield, written as a fraction of the theoretical maximum amount of product (1.0 means a 100% yield; for example, 0.34 means a 34% yield). (1) The reactants are [CH:1]1([NH:4][C:5]([C:7]2[C:15]3[C:10](=[CH:11][C:12]([O:16]C)=[CH:13][CH:14]=3)[N:9]([CH3:18])[C:8]=2[CH3:19])=[O:6])[CH2:3][CH2:2]1.B(Br)(Br)Br. No catalyst specified. The product is [CH:1]1([NH:4][C:5]([C:7]2[C:15]3[C:10](=[CH:11][C:12]([OH:16])=[CH:13][CH:14]=3)[N:9]([CH3:18])[C:8]=2[CH3:19])=[O:6])[CH2:2][CH2:3]1. The yield is 0.210. (2) The reactants are Cl[C:2]1[CH:3]=[C:4]([NH:10][C:11]2[CH:15]=[C:14]([CH3:16])[N:13]([CH3:17])[N:12]=2)[C:5](=[O:9])[N:6]([CH3:8])[N:7]=1.[C:18]([O:21][CH2:22][C:23]1[C:28]([N:29]2[N:38]=[CH:37][C:36]3[C:31](=[C:32]([F:43])[CH:33]=[C:34]([C:39]([CH3:42])([CH3:41])[CH3:40])[CH:35]=3)[C:30]2=[O:44])=[CH:27][CH:26]=[CH:25][C:24]=1[B-](F)(F)F)(=[O:20])[CH3:19].[K+].CC(C1C=C(C(C)C)C(C2C=CC=CC=2P(C2CCCCC2)C2CCCCC2)=C(C(C)C)C=1)C.[O-]P([O-])([O-])=O.[K+].[K+].[K+]. The catalyst is C1C=CC(/C=C/C(/C=C/C2C=CC=CC=2)=O)=CC=1.C1C=CC(/C=C/C(/C=C/C2C=CC=CC=2)=O)=CC=1.[Pd].O.C(O)CCC. The product is [C:18]([O:21][CH2:22][C:23]1[C:24]([C:2]2[CH:3]=[C:4]([NH:10][C:11]3[CH:15]=[C:14]([CH3:16])[N:13]([CH3:17])[N:12]=3)[C:5](=[O:9])[N:6]([CH3:8])[N:7]=2)=[CH:25][CH:26]=[CH:27][C:28]=1[N:29]1[N:38]=[CH:37][C:36]2[C:31](=[C:32]([F:43])[CH:33]=[C:34]([C:39]([CH3:41])([CH3:40])[CH3:42])[CH:35]=2)[C:30]1=[O:44])(=[O:20])[CH3:19]. The yield is 0.810. (3) The reactants are [CH3:1][O:2][C:3]1[CH:12]=[C:11]2[C:6]([N:7]=[CH:8][C:9](=[O:16])[N:10]2CC=C)=[CH:5][CH:4]=1.C[N+]1([O-])CC[O:21]CC1.O1CCCC1.O.[CH3:31][C:32]([CH3:34])=[O:33]. The catalyst is C(OCC)(=O)C.[Os](=O)(=O)(=O)=O. The product is [OH:33][CH:32]([CH2:34][OH:21])[CH2:31][N:10]1[C:11]2[C:6](=[CH:5][CH:4]=[C:3]([O:2][CH3:1])[CH:12]=2)[N:7]=[CH:8][C:9]1=[O:16]. The yield is 0.990. (4) The reactants are C(N(CC)CC)C.[Cl:8][CH2:9][CH2:10][N:11]=[C:12]=[O:13].[Cl:14][C:15]1[C:16]([O:21][C:22]2[C:27]([Cl:28])=[CH:26][C:25]([C:29]([F:32])([F:31])[F:30])=[CH:24][C:23]=2[Cl:33])=[N:17][NH:18][C:19]=1[CH3:20].Cl. The catalyst is C(OCC)(=O)C. The product is [Cl:8][CH2:9][CH2:10][NH:11][C:12]([N:18]1[C:19]([CH3:20])=[C:15]([Cl:14])[C:16]([O:21][C:22]2[C:27]([Cl:28])=[CH:26][C:25]([C:29]([F:32])([F:31])[F:30])=[CH:24][C:23]=2[Cl:33])=[N:17]1)=[O:13]. The yield is 0.976. (5) The reactants are [CH3:1][C:2]([C:5]1[CH:23]=[CH:22][C:8]2[CH:9]=[C:10]([C:17]([O:19][CH2:20][CH3:21])=[O:18])[CH:11]([C:13]([F:16])([F:15])[F:14])[O:12][C:7]=2[CH:6]=1)([CH3:4])[CH3:3].C(O)(=O)C.O.[Cl:29]Cl. The catalyst is C(OCC)(=O)C.[Zn]. The product is [Cl:29][C:23]1[C:5]([C:2]([CH3:3])([CH3:1])[CH3:4])=[CH:6][C:7]2[O:12][CH:11]([C:13]([F:15])([F:16])[F:14])[C:10]([C:17]([O:19][CH2:20][CH3:21])=[O:18])=[CH:9][C:8]=2[CH:22]=1. The yield is 1.06. (6) The reactants are [Cl:1][C:2]1[CH:7]=[CH:6][CH:5]=[C:4]([Cl:8])[C:3]=1[NH:9][C:10]1[CH:15]=[CH:14][CH:13]=[CH:12][C:11]=1[CH2:16][C:17]([O:19][C:20]1[CH:25]=[CH:24][C:23]([C:26](=O)[NH2:27])=[CH:22][CH:21]=1)=[O:18].COC1C=CC(P2(SP(C3C=CC(OC)=CC=3)(=S)S2)=[S:38])=CC=1. The catalyst is C1C=CC=CC=1. The product is [C:26]([C:23]1[CH:24]=[CH:25][C:20]([O:19][C:17](=[O:18])[CH2:16][C:11]2[CH:12]=[CH:13][CH:14]=[CH:15][C:10]=2[NH:9][C:3]2[C:2]([Cl:1])=[CH:7][CH:6]=[CH:5][C:4]=2[Cl:8])=[CH:21][CH:22]=1)(=[S:38])[NH2:27]. The yield is 0.910. (7) The yield is 0.350. The catalyst is C(O)(=O)C.C(O)C. The product is [Cl:23][C:24]1[CH:25]=[CH:26][C:27]([OH:37])=[C:28]([C:30]2[N:8]3[CH:9]=[CH:10][N:11]=[C:7]3[N:6]=[CH:32][CH:31]=2)[CH:29]=1. The reactants are S(O)(O)(=O)=O.[NH2:6][C:7]1[NH:8][CH:9]=[CH:10][N:11]=1.[NH2:6][C:7]1[NH:8][CH:9]=[CH:10][N:11]=1.C([O-])(=O)C.[Na+].[Cl:23][C:24]1[CH:25]=[CH:26][C:27]([OH:37])=[C:28]([C:30](=O)/[CH:31]=[CH:32]/N(C)C)[CH:29]=1.